This data is from Full USPTO retrosynthesis dataset with 1.9M reactions from patents (1976-2016). The task is: Predict the reactants needed to synthesize the given product. (1) Given the product [O:29]=[C:27]([N:55]1[CH2:56][CH2:57][N:52]([C:58](=[O:59])[C:60]2[CH:65]=[CH:64][CH:63]=[CH:62][C:61]=2[C:66]([F:69])([F:67])[F:68])[CH2:53][CH2:54]1)[CH2:26][NH:25][C:23]([C:20]1[CH:19]=[C:18]([C:13]2[CH:14]=[CH:15][CH:16]=[CH:17][C:12]=2[O:11][CH3:10])[NH:22][N:21]=1)=[O:24], predict the reactants needed to synthesize it. The reactants are: CCN(C(C)C)C(C)C.[CH3:10][O:11][C:12]1[CH:17]=[CH:16][CH:15]=[CH:14][C:13]=1[C:18]1[NH:22][N:21]=[C:20]([C:23]([NH:25][CH2:26][C:27]([OH:29])=O)=[O:24])[CH:19]=1.C1C=CC2N(O)N=NC=2C=1.CCN=C=NCCCN(C)C.Cl.[N:52]1([C:58]([C:60]2[CH:65]=[CH:64][CH:63]=[CH:62][C:61]=2[C:66]([F:69])([F:68])[F:67])=[O:59])[CH2:57][CH2:56][NH:55][CH2:54][CH2:53]1. (2) Given the product [S:15]1[C:19]2[CH:20]=[C:21]([NH:24][CH2:10][CH2:9][C:6]3[CH:7]=[CH:8][C:3]([C:2]([F:14])([F:13])[F:1])=[CH:4][CH:5]=3)[CH:22]=[CH:23][C:18]=2[N:17]=[CH:16]1, predict the reactants needed to synthesize it. The reactants are: [F:1][C:2]([F:14])([F:13])[C:3]1[CH:8]=[CH:7][C:6]([CH2:9][C:10](O)=O)=[CH:5][CH:4]=1.[S:15]1[C:19]2[CH:20]=[C:21]([NH2:24])[CH:22]=[CH:23][C:18]=2[N:17]=[CH:16]1. (3) Given the product [CH3:1][N:2]1[C:11]2[C:6](=[CH:7][CH:8]=[CH:9][CH:10]=2)[CH:5]([CH2:12][NH:13][C:21]2[CH:20]=[C:16]([C:17]([OH:19])=[O:18])[CH:15]=[CH:23][N:22]=2)[CH2:4][CH2:3]1, predict the reactants needed to synthesize it. The reactants are: [CH3:1][N:2]1[C:11]2[C:6](=[CH:7][CH:8]=[CH:9][CH:10]=2)[CH:5]([CH2:12][NH2:13])[CH2:4][CH2:3]1.F[C:15]1[CH:23]=[N:22][CH:21]=[CH:20][C:16]=1[C:17]([OH:19])=[O:18]. (4) Given the product [CH2:3]([O:5][C:6](=[O:39])[C:7]([CH3:38])([O:9][C:10]1[CH:15]=[CH:14][C:13]([O:16][C:17]2[CH:22]=[CH:21][CH:20]=[C:19]([CH2:23][N:24]([CH3:40])[C:25](=[O:36])[C:26]3[CH:27]=[CH:28][C:29]([C:32]([F:35])([F:33])[F:34])=[CH:30][CH:31]=3)[CH:18]=2)=[CH:12][C:11]=1[CH3:37])[CH3:8])[CH3:4], predict the reactants needed to synthesize it. The reactants are: [H-].[Na+].[CH2:3]([O:5][C:6](=[O:39])[C:7]([CH3:38])([O:9][C:10]1[CH:15]=[CH:14][C:13]([O:16][C:17]2[CH:22]=[CH:21][CH:20]=[C:19]([CH2:23][NH:24][C:25](=[O:36])[C:26]3[CH:31]=[CH:30][C:29]([C:32]([F:35])([F:34])[F:33])=[CH:28][CH:27]=3)[CH:18]=2)=[CH:12][C:11]=1[CH3:37])[CH3:8])[CH3:4].[CH3:40]I.Cl.